From a dataset of Forward reaction prediction with 1.9M reactions from USPTO patents (1976-2016). Predict the product of the given reaction. (1) The product is: [N:38]1([CH2:37][C:36]([O:35][CH2:34][O:33][C:31](=[O:32])[N:30]([C:23]2[CH:24]=[C:25]([F:29])[CH:26]=[C:27]3[C:22]=2[NH:21][C:20]2[N:19]=[C:18]([O:53][C:54]4[CH:55]=[N:56][C:57]([CH3:60])=[N:58][CH:59]=4)[N:17]=[C:16]([N:12]4[CH2:11][C@H:10]5[CH2:15][C@@H:13]4[CH2:14][C@H:9]5[NH2:8])[C:28]3=2)[CH3:52])=[O:51])[CH2:39][CH2:40][NH:41][CH2:42][CH2:43]1. Given the reactants C(OC([NH:8][C@@H:9]1[CH2:14][C@H:13]2[CH2:15][C@@H:10]1[CH2:11][N:12]2[C:16]1[C:28]2[C:27]3[C:22](=[C:23]([N:30]([CH3:52])[C:31]([O:33][CH2:34][O:35][C:36](=[O:51])[CH2:37][N:38]4[CH2:43][CH2:42][N:41](C(OC(C)(C)C)=O)[CH2:40][CH2:39]4)=[O:32])[CH:24]=[C:25]([F:29])[CH:26]=3)[NH:21][C:20]=2[N:19]=[C:18]([O:53][C:54]2[CH:55]=[N:56][C:57]([CH3:60])=[N:58][CH:59]=2)[N:17]=1)=O)(C)(C)C, predict the reaction product. (2) Given the reactants C([C@@H]1COC(=O)N1[C:14](=[O:36])[C@H:15]([O:31][C:32]([CH3:35])([CH3:34])[CH3:33])[C:16]1[C:17]([I:30])=[C:18]2[C:25]3[CH2:26][CH2:27][CH2:28][CH2:29][C:24]=3[S:23][C:19]2=[N:20][C:21]=1[CH3:22])C1C=CC=CC=1.O.[OH-].[Li+].OO.S([O-])([O-])=[O:43].[Na+].[Na+].Cl, predict the reaction product. The product is: [C:32]([O:31][C@H:15]([C:16]1[C:17]([I:30])=[C:18]2[C:25]3[CH2:26][CH2:27][CH2:28][CH2:29][C:24]=3[S:23][C:19]2=[N:20][C:21]=1[CH3:22])[C:14]([OH:36])=[O:43])([CH3:35])([CH3:34])[CH3:33]. (3) Given the reactants C(OC(=O)[NH:7][S:8](=[O:31])(=[O:30])[NH:9][CH2:10][CH2:11][O:12][NH:13][C:14]([C@@H:16]1[CH2:22][CH2:21][C@@H:20]2[CH2:23][N:17]1[C:18](=[O:29])[N:19]2[O:24][S:25]([OH:28])(=[O:27])=[O:26])=[O:15])(C)(C)C.FC(F)(F)C(O)=O, predict the reaction product. The product is: [O:29]=[C:18]1[N:17]2[CH2:23][C@@H:20]([CH2:21][CH2:22][C@H:16]2[C:14]([NH:13][O:12][CH2:11][CH2:10][NH:9][S:8](=[O:30])(=[O:31])[NH2:7])=[O:15])[N:19]1[O:24][S:25]([OH:28])(=[O:26])=[O:27].